Task: Predict the reactants needed to synthesize the given product.. Dataset: Full USPTO retrosynthesis dataset with 1.9M reactions from patents (1976-2016) Given the product [NH2:13][C:4]1[CH:3]=[C:2]([Br:1])[CH:7]=[CH:6][C:5]=1[N:8]([CH3:12])[CH2:9][CH2:10][OH:11], predict the reactants needed to synthesize it. The reactants are: [Br:1][C:2]1[CH:7]=[CH:6][C:5]([N:8]([CH3:12])[CH2:9][CH2:10][OH:11])=[C:4]([N:13]=O)[CH:3]=1.S(S([O-])=O)([O-])=O.[Na+].[Na+].